Dataset: Reaction yield outcomes from USPTO patents with 853,638 reactions. Task: Predict the reaction yield, written as a fraction of the theoretical maximum amount of product (1.0 means a 100% yield; for example, 0.34 means a 34% yield). (1) The reactants are [C:1]([O:5][C:6]([N:8]([CH2:20][C:21]1[CH:32]=[C:31]([O:33][CH3:34])[CH:30]=[CH:29][C:22]=1[CH:23]=[CH:24][C:25]([O:27][CH3:28])=[O:26])[CH2:9][C:10]1[CH:15]=[CH:14][C:13]([C:16]([F:19])([F:18])[F:17])=[CH:12][CH:11]=1)=[O:7])([CH3:4])([CH3:3])[CH3:2]. The product is [C:1]([O:5][C:6]([N:8]([CH2:20][C:21]1[CH:32]=[C:31]([O:33][CH3:34])[CH:30]=[CH:29][C:22]=1[CH2:23][CH2:24][C:25]([O:27][CH3:28])=[O:26])[CH2:9][C:10]1[CH:11]=[CH:12][C:13]([C:16]([F:17])([F:18])[F:19])=[CH:14][CH:15]=1)=[O:7])([CH3:3])([CH3:4])[CH3:2]. The yield is 0.980. The catalyst is CO.[Pd]. (2) The reactants are [C:1]1(=[O:7])[O:6][C:4](=[O:5])[CH:3]=[CH:2]1.[CH:8]12[CH2:14][CH:11]([CH2:12][CH2:13]1)[CH:10]=[CH:9]2.[CH2:15]([CH:19]1[CH2:24][CH:23]2[CH2:25][CH:20]1[CH:21]=[CH:22]2)[CH2:16][CH2:17][CH3:18].CC(N=NC(C#N)(C)C)(C#N)C. The catalyst is C1COCC1. The product is [C:4]1(=[O:5])[O:6][C:1](=[O:7])[CH:2]=[CH:3]1.[CH:8]12[CH2:14][CH:11]([CH2:12][CH2:13]1)[CH:10]=[CH:9]2.[CH2:15]([CH:19]1[CH2:24][CH:23]2[CH2:25][CH:20]1[CH:21]=[CH:22]2)[CH2:16][CH2:17][CH3:18]. The yield is 0.880.